From a dataset of Catalyst prediction with 721,799 reactions and 888 catalyst types from USPTO. Predict which catalyst facilitates the given reaction. (1) Reactant: C(O)C.O1CCCC1.[O:9]1[CH2:13][CH2:12][O:11][CH:10]1[C:14]1[CH:15]=[CH:16][C:17]([CH:20]=[O:21])=[N:18][CH:19]=1.[BH4-].[Na+]. Product: [O:9]1[CH2:13][CH2:12][O:11][CH:10]1[C:14]1[CH:15]=[CH:16][C:17]([CH2:20][OH:21])=[N:18][CH:19]=1. The catalyst class is: 6. (2) Reactant: [BH4-].[Na+].[Cl:3][C:4]1[CH:5]=[CH:6][C:7]2[CH2:13][CH2:12][C:11]3[CH:14]=[CH:15][CH:16]=[CH:17][C:10]=3[C:9](=[O:18])[C:8]=2[CH:19]=1. Product: [Cl:3][C:4]1[CH:5]=[CH:6][C:7]2[CH2:13][CH2:12][C:11]3[CH:14]=[CH:15][CH:16]=[CH:17][C:10]=3[CH:9]([OH:18])[C:8]=2[CH:19]=1. The catalyst class is: 5. (3) Reactant: [C:1]1([C:32]2[CH:37]=[CH:36][CH:35]=[CH:34][CH:33]=2)[CH:6]=[CH:5][C:4]([CH2:7][N:8]2[C:12]3[CH:13]=[C:14]([F:19])[C:15](I)=[C:16]([F:17])[C:11]=3[N:10]=[C:9]2[O:20][CH:21]2[CH2:26][CH2:25][CH:24]([C:27]([O:29][CH2:30][CH3:31])=[O:28])[CH2:23][CH2:22]2)=[CH:3][CH:2]=1.[C:38]1([C:47]2[CH:52]=[CH:51][CH:50]=[CH:49][CH:48]=2)[CH:43]=[CH:42][C:41](B(O)O)=[CH:40][CH:39]=1.C([O-])([O-])=O.[K+].[K+]. Product: [C:38]1([C:47]2[CH:48]=[CH:49][CH:50]=[CH:51][CH:52]=2)[CH:43]=[CH:42][C:41]([C:15]2[C:14]([F:19])=[CH:13][C:12]3[N:8]([CH2:7][C:4]4[CH:5]=[CH:6][C:1]([C:32]5[CH:33]=[CH:34][CH:35]=[CH:36][CH:37]=5)=[CH:2][CH:3]=4)[C:9]([O:20][CH:21]4[CH2:22][CH2:23][CH:24]([C:27]([O:29][CH2:30][CH3:31])=[O:28])[CH2:25][CH2:26]4)=[N:10][C:11]=3[C:16]=2[F:17])=[CH:40][CH:39]=1. The catalyst class is: 455. (4) Reactant: [Cl:1][C:2]1[CH:3]=[C:4]([NH:9][C:10]2[C:11]3[CH2:18][C:17](=[O:19])[N:16]([CH3:20])[C:12]=3[N:13]=[CH:14][N:15]=2)[CH:5]=[CH:6][C:7]=1[F:8].[CH3:21][C:22]1[CH:26]=[C:25]([CH3:27])[NH:24][C:23]=1[CH:28]=O. Product: [Cl:1][C:2]1[CH:3]=[C:4]([NH:9][C:10]2[C:11]3[C:18](=[CH:28][C:23]4[NH:24][C:25]([CH3:27])=[CH:26][C:22]=4[CH3:21])[C:17](=[O:19])[N:16]([CH3:20])[C:12]=3[N:13]=[CH:14][N:15]=2)[CH:5]=[CH:6][C:7]=1[F:8]. The catalyst class is: 495. (5) Reactant: [CH3:1][C:2]([C:6]1[CH:7]=[C:8]([CH:12]=[CH:13][CH:14]=1)[C:9]([OH:11])=O)([CH3:5])[C:3]#[CH:4].C(Cl)(=O)C(Cl)=O.CN(C)C=O.[NH2:26][C:27]1[C:28]([F:52])=[CH:29][C:30]([Cl:51])=[C:31]([CH:50]=1)[O:32][C:33]1[CH:47]=[CH:46][C:36]2[N:37]=[C:38]([NH:40][C:41]([CH:43]3[CH2:45][CH2:44]3)=[O:42])[S:39][C:35]=2[C:34]=1[C:48]#[N:49]. Product: [Cl:51][C:30]1[C:31]([O:32][C:33]2[CH:47]=[CH:46][C:36]3[N:37]=[C:38]([NH:40][C:41]([CH:43]4[CH2:45][CH2:44]4)=[O:42])[S:39][C:35]=3[C:34]=2[C:48]#[N:49])=[CH:50][C:27]([NH:26][C:9](=[O:11])[C:8]2[CH:12]=[CH:13][CH:14]=[C:6]([C:2]([CH3:1])([CH3:5])[C:3]#[CH:4])[CH:7]=2)=[C:28]([F:52])[CH:29]=1. The catalyst class is: 54. (6) Reactant: [O-:1][P:2]([O:5][P:6]([O-:9])([O-:8])=[O:7])(=[O:4])[O-:3].P(N)(N)(N)=O.[C:25]1(P(Cl)([C:25]2[CH:30]=[CH:29][CH:28]=[C:27]([CH3:31])[C:26]=2[CH3:32])=O)[CH:30]=[CH:29][CH:28]=[C:27]([CH3:31])[C:26]=1[CH3:32]. Product: [O:4]([C:28]1[CH:29]=[CH:30][CH:25]=[C:26]([CH3:32])[C:27]=1[CH3:31])[P:2]([O:5][P:6]([O:9][C:25]1[CH:30]=[CH:29][CH:28]=[C:27]([CH3:31])[C:26]=1[CH3:32])([O:8][C:25]1[CH:30]=[CH:29][CH:28]=[C:27]([CH3:31])[C:26]=1[CH3:32])=[O:7])(=[O:3])[O:1][C:28]1[CH:29]=[CH:30][CH:25]=[C:26]([CH3:32])[C:27]=1[CH3:31]. The catalyst class is: 6.